This data is from Forward reaction prediction with 1.9M reactions from USPTO patents (1976-2016). The task is: Predict the product of the given reaction. Given the reactants [Br:1][C:2]1[C:10]([O:11][CH3:12])=[CH:9][CH:8]=[C:7]2[C:3]=1[CH:4]=[N:5][NH:6]2.Br[CH2:14][C:15]([O:17][CH2:18][CH3:19])=[O:16].C(=O)([O-])[O-].[K+].[K+].CN(C)C=O, predict the reaction product. The product is: [Br:1][C:2]1[C:10]([O:11][CH3:12])=[CH:9][CH:8]=[C:7]2[C:3]=1[CH:4]=[N:5][N:6]2[CH2:14][C:15]([O:17][CH2:18][CH3:19])=[O:16].